Dataset: Forward reaction prediction with 1.9M reactions from USPTO patents (1976-2016). Task: Predict the product of the given reaction. (1) Given the reactants C(=O)([O-])[O-].[K+].[K+].[NH2:7][C:8]1[C:21]([CH3:22])=[CH:20][C:19]([Cl:23])=[CH:18][C:9]=1[C:10]([N:12]=[S:13]([CH2:16][CH3:17])[CH2:14][CH3:15])=[O:11].[Cl:24][C:25]1[C:26]([N:31]2[C:35]([C:36](Cl)=[O:37])=[CH:34][C:33]([C:39]([F:42])([F:41])[F:40])=[N:32]2)=[N:27][CH:28]=[CH:29][CH:30]=1.C(O)C, predict the reaction product. The product is: [Cl:24][C:25]1[C:26]([N:31]2[C:35]([C:36]([NH:7][C:8]3[C:9]([C:10](=[O:11])[N:12]=[S:13]([CH2:14][CH3:15])[CH2:16][CH3:17])=[CH:18][C:19]([Cl:23])=[CH:20][C:21]=3[CH3:22])=[O:37])=[CH:34][C:33]([C:39]([F:42])([F:40])[F:41])=[N:32]2)=[N:27][CH:28]=[CH:29][CH:30]=1. (2) Given the reactants F[C:2]1[CH:3]=[C:4]([C:10]2[N:11]=[C:12]3[CH:17]=[C:16]([NH:18][CH3:19])[CH:15]=[CH:14][N:13]3[CH:20]=2)C=C[C:7]=1OC.CNC1C=CN=C(N)C=1.BrCC(C1[S:35]C=CC=1)=O, predict the reaction product. The product is: [S:35]1[CH:7]=[CH:2][CH:3]=[C:4]1[C:10]1[N:11]=[C:12]2[CH:17]=[C:16]([NH:18][CH3:19])[CH:15]=[CH:14][N:13]2[CH:20]=1. (3) Given the reactants [CH:1]1([C:4]2[C:5]([O:13][CH2:14][C:15]([F:18])([F:17])[F:16])=[CH:6][C:7]([C:10]([OH:12])=O)=[N:8][CH:9]=2)[CH2:3][CH2:2]1.[NH2:19][C:20]([CH2:25][CH3:26])([CH2:23][CH3:24])[CH2:21]O, predict the reaction product. The product is: [CH:1]1([C:4]2[C:5]([O:13][CH2:14][C:15]([F:18])([F:17])[F:16])=[CH:6][C:7]([C:10]3[O:12][CH2:21][C:20]([CH2:25][CH3:26])([CH2:23][CH3:24])[N:19]=3)=[N:8][CH:9]=2)[CH2:2][CH2:3]1. (4) Given the reactants [Br:1][C:2]1[C:3]([O:12][C:13]2[CH:18]=[CH:17][CH:16]=[C:15]([C:19]([F:22])([F:21])[F:20])[CH:14]=2)=[N:4][CH:5]=[C:6]([CH:11]=1)[C:7]([O:9]C)=[O:8].[Li+].[OH-], predict the reaction product. The product is: [Br:1][C:2]1[C:3]([O:12][C:13]2[CH:18]=[CH:17][CH:16]=[C:15]([C:19]([F:21])([F:22])[F:20])[CH:14]=2)=[N:4][CH:5]=[C:6]([CH:11]=1)[C:7]([OH:9])=[O:8]. (5) Given the reactants [OH:1][C:2]1[C:10]2[N:9]=[C:8]([CH3:11])[N:7]([CH3:12])[C:6]=2[CH:5]=[CH:4][C:3]=1[C:13]([C@H:15]1[C@H:19]([C:20]2[CH:25]=[CH:24][CH:23]=[CH:22][CH:21]=2)[O:18]C(C)(C)[O:16]1)=[O:14].[OH-].[Na+], predict the reaction product. The product is: [OH:16][C@H:15]([C@@H:19]([OH:18])[C:20]1[CH:25]=[CH:24][CH:23]=[CH:22][CH:21]=1)[C:13]([C:3]1[CH:4]=[CH:5][C:6]2[N:7]([CH3:12])[C:8]([CH3:11])=[N:9][C:10]=2[C:2]=1[OH:1])=[O:14].